Dataset: Full USPTO retrosynthesis dataset with 1.9M reactions from patents (1976-2016). Task: Predict the reactants needed to synthesize the given product. (1) Given the product [Cl:1][C:2]1[CH:8]=[CH:7][CH:6]=[C:5]([F:9])[C:3]=1[N:4]=[C:10]=[S:11], predict the reactants needed to synthesize it. The reactants are: [Cl:1][C:2]1[CH:8]=[CH:7][CH:6]=[C:5]([F:9])[C:3]=1[NH2:4].[C:10](Cl)(Cl)=[S:11].C(N(C(C)C)C(C)C)C. (2) Given the product [CH:3]1([CH2:2][N:23]2[CH2:24][CH2:25][CH2:26][C:27](=[O:30])[C:28]3=[CH:29][N:20]([CH2:19][C:18]4[CH:17]=[CH:16][C:15]([O:14][CH3:13])=[CH:32][CH:31]=4)[N:21]=[C:22]23)[CH2:8][CH2:7][CH2:6][CH2:5][CH2:4]1, predict the reactants needed to synthesize it. The reactants are: Br[CH2:2][CH:3]1[CH2:8][CH2:7][CH2:6][CH2:5][CH2:4]1.[H-].[Na+].[Na+].[I-].[CH3:13][O:14][C:15]1[CH:32]=[CH:31][C:18]([CH2:19][N:20]2[CH:29]=[C:28]3[C:22]([NH:23][CH2:24][CH2:25][CH2:26][C:27]3=[O:30])=[N:21]2)=[CH:17][CH:16]=1.